This data is from Full USPTO retrosynthesis dataset with 1.9M reactions from patents (1976-2016). The task is: Predict the reactants needed to synthesize the given product. (1) Given the product [CH3:11][C:4]([CH2:5][CH2:6][CH:7]=[C:8]([CH3:10])[CH3:9])=[CH:3][CH2:2][O:19][C:17](=[O:18])[CH2:16][CH2:15][CH:14]([OH:13])[CH2:20][CH2:21][CH2:22][CH2:23][CH2:24][CH2:25][CH3:26], predict the reactants needed to synthesize it. The reactants are: Cl[CH2:2][CH:3]=[C:4]([CH3:11])[CH2:5][CH2:6][CH:7]=[C:8]([CH3:10])[CH3:9].[Na+].[OH:13][CH:14]([CH2:20][CH2:21][CH2:22][CH2:23][CH2:24][CH2:25][CH3:26])[CH2:15][CH2:16][C:17]([O-:19])=[O:18]. (2) The reactants are: [F:1][C:2]1[C:9]([F:10])=[CH:8][CH:7]=[CH:6][C:3]=1[CH:4]=O.[CH:11]1([NH2:14])[CH2:13][CH2:12]1. Given the product [CH:11]1([NH:14][CH2:4][C:3]2[CH:6]=[CH:7][CH:8]=[C:9]([F:10])[C:2]=2[F:1])[CH2:13][CH2:12]1, predict the reactants needed to synthesize it. (3) Given the product [OH:48][C:46]([C:45]([F:50])([F:49])[F:44])=[O:47].[F:44][C:45]([F:50])([F:49])[C:46]([O:1][CH2:2][CH2:3][CH2:4][C:5]1[CH:10]=[CH:9][C:8]([O:11][CH3:12])=[CH:7][C:6]=1[NH:13][C:14]1[C:15]([NH:24][S:25]([CH:28]2[CH2:33][CH2:32][NH:31][CH2:30][CH2:29]2)(=[O:26])=[O:27])=[N:16][C:17]2[C:22](=[CH:21][CH:20]=[CH:19][CH:18]=2)[N:23]=1)=[O:47], predict the reactants needed to synthesize it. The reactants are: [OH:1][CH2:2][CH2:3][CH2:4][C:5]1[CH:10]=[CH:9][C:8]([O:11][CH3:12])=[CH:7][C:6]=1[NH:13][C:14]1[C:15]([NH:24][S:25]([CH:28]2[CH2:33][CH2:32][N:31](C(OCC3C=CC=CC=3)=O)[CH2:30][CH2:29]2)(=[O:27])=[O:26])=[N:16][C:17]2[C:22]([N:23]=1)=[CH:21][CH:20]=[CH:19][CH:18]=2.[F:44][C:45]([F:50])([F:49])[C:46]([OH:48])=[O:47]. (4) Given the product [C:15]([O:14][C:12]([N:11]([C:12]([O:14][C:15]([CH3:18])([CH3:17])[CH3:16])=[O:13])[C:9]1[N:10]=[C:6]2[CH:5]=[CH:4][CH:3]=[C:2]([Br:1])[N:7]2[N:8]=1)=[O:13])([CH3:18])([CH3:17])[CH3:16], predict the reactants needed to synthesize it. The reactants are: [Br:1][C:2]1[N:7]2[N:8]=[C:9]([NH2:11])[N:10]=[C:6]2[CH:5]=[CH:4][CH:3]=1.[C:12](O[C:12]([O:14][C:15]([CH3:18])([CH3:17])[CH3:16])=[O:13])([O:14][C:15]([CH3:18])([CH3:17])[CH3:16])=[O:13].